This data is from Retrosynthesis with 50K atom-mapped reactions and 10 reaction types from USPTO. The task is: Predict the reactants needed to synthesize the given product. (1) Given the product COc1ccc2c(c1)CCNC2, predict the reactants needed to synthesize it. The reactants are: COc1ccc2c(c1)CCN=C2. (2) Given the product CC1OC1CCn1c2ccccc2n2c(=O)c3ccc(Cl)cc3nc12, predict the reactants needed to synthesize it. The reactants are: CC1OC1CCBr.O=c1c2ccc(Cl)cc2nc2[nH]c3ccccc3n12. (3) Given the product CCc1nc2ccccc2n1-c1nc(N2CCOCC2)c2nc(C3(O)CCCN(S(C)(=O)=O)C3)n(C)c2n1, predict the reactants needed to synthesize it. The reactants are: CCc1nc2ccccc2n1-c1nc(N2CCOCC2)c2nc(C3(O)CCCNC3)n(C)c2n1.CS(=O)(=O)Cl. (4) Given the product O=C(Nc1noc2ccccc12)N1CCN(c2nc(-c3ccc(F)cc3)ns2)CC1, predict the reactants needed to synthesize it. The reactants are: Fc1ccc(-c2nsc(Cl)n2)cc1.O=C(Nc1noc2ccccc12)N1CCNCC1. (5) Given the product CCc1ccc(Oc2cccc(CN)c2)cc1, predict the reactants needed to synthesize it. The reactants are: CCc1ccc(Oc2cccc(C#N)c2)cc1.